From a dataset of Peptide-MHC class I binding affinity with 185,985 pairs from IEDB/IMGT. Regression. Given a peptide amino acid sequence and an MHC pseudo amino acid sequence, predict their binding affinity value. This is MHC class I binding data. (1) The peptide sequence is YIVGYYSAL. The MHC is HLA-B39:01 with pseudo-sequence HLA-B39:01. The binding affinity (normalized) is 0.586. (2) The peptide sequence is KALGPGATL. The MHC is HLA-B57:01 with pseudo-sequence HLA-B57:01. The binding affinity (normalized) is 0.561. (3) The peptide sequence is AFHHIAREK. The MHC is HLA-B15:03 with pseudo-sequence HLA-B15:03. The binding affinity (normalized) is 0.167. (4) The peptide sequence is LLYILRYIV. The MHC is HLA-A02:01 with pseudo-sequence HLA-A02:01. The binding affinity (normalized) is 0.545. (5) The peptide sequence is NHCNTSVI. The MHC is Mamu-A07 with pseudo-sequence Mamu-A07. The binding affinity (normalized) is 0.308. (6) The peptide sequence is ISDEFMWRY. The MHC is HLA-A80:01 with pseudo-sequence HLA-A80:01. The binding affinity (normalized) is 0.529. (7) The peptide sequence is GRWMLPQGM. The MHC is HLA-A68:02 with pseudo-sequence HLA-A68:02. The binding affinity (normalized) is 0.0847. (8) The peptide sequence is AGGWVLWKV. The MHC is HLA-A25:01 with pseudo-sequence HLA-A25:01. The binding affinity (normalized) is 0.0847. (9) The peptide sequence is EMKTDAATLA. The MHC is HLA-B44:03 with pseudo-sequence HLA-B44:03. The binding affinity (normalized) is 0.0228.